Dataset: Full USPTO retrosynthesis dataset with 1.9M reactions from patents (1976-2016). Task: Predict the reactants needed to synthesize the given product. (1) Given the product [F:12][C:13]1[CH:18]=[CH:17][CH:16]=[CH:15][C:14]=1[C:19]1[C:25]([OH:26])=[N:11][C:7]2[N:6]([CH:10]=[CH:9][N:8]=2)[C:20]=1[OH:21], predict the reactants needed to synthesize it. The reactants are: S(O)(O)(=O)=O.[NH:6]1[CH:10]=[CH:9][N:8]=[C:7]1[NH2:11].[F:12][C:13]1[CH:18]=[CH:17][CH:16]=[CH:15][C:14]=1[CH:19]([C:25](OCC)=[O:26])[C:20](OCC)=[O:21].N12CCCN=C1CCCCC2. (2) Given the product [OH:3][C@@H:2]([CH3:4])[C:1]([O:6][CH2:20][C:19](=[O:22])[C:18]1[CH:17]=[CH:16][C:15]([C:14]([F:13])([F:25])[F:26])=[CH:24][CH:23]=1)=[O:5], predict the reactants needed to synthesize it. The reactants are: [C:1]([OH:6])(=[O:5])[C@H:2]([CH3:4])[OH:3].C([O-])([O-])=O.[Cs+].[Cs+].[F:13][C:14]([F:26])([F:25])[C:15]1[CH:24]=[CH:23][C:18]([C:19](=[O:22])[CH2:20]Br)=[CH:17][CH:16]=1. (3) Given the product [OH:4][C:3]([C:5]1[NH:9][C:8]([C:10]2[S:11][C:12]([C:15]3[NH:16][C:17]([C:20]([OH:22])=[O:21])=[CH:18][CH:19]=3)=[CH:13][CH:14]=2)=[CH:7][CH:6]=1)=[O:2], predict the reactants needed to synthesize it. The reactants are: C[O:2][C:3]([C:5]1[NH:9][C:8]([C:10]2[S:11][C:12]([C:15]3[NH:16][C:17]([C:20]([O:22]C)=[O:21])=[CH:18][CH:19]=3)=[CH:13][CH:14]=2)=[CH:7][CH:6]=1)=[O:4].CO.[OH-].[Na+]. (4) The reactants are: [OH:1][C:2]1[C:14]2[O:13][C:9]3([CH2:12][CH2:11][CH2:10]3)[CH2:8][C:7](=[O:15])[C:6]=2[CH:5]=[CH:4][CH:3]=1.Cl[CH:17]([F:19])[F:18].C(=O)([O-])[O-].[K+].[K+]. Given the product [F:18][CH:17]([F:19])[O:1][C:2]1[C:14]2[O:13][C:9]3([CH2:10][CH2:11][CH2:12]3)[CH2:8][C:7](=[O:15])[C:6]=2[CH:5]=[CH:4][CH:3]=1, predict the reactants needed to synthesize it. (5) Given the product [Br:26][C:27]1[CH:28]=[N:29][N:30]([CH2:32][C:33]2[CH:34]=[C:35]([CH2:36][NH2:38])[CH:39]=[CH:40][CH:41]=2)[CH:31]=1, predict the reactants needed to synthesize it. The reactants are: BrC1C2C1CNC1C=CC=CC=12.BrC1C2C3CC3C(=O)NC=2C=CC=1.[Br:26][C:27]1[CH:28]=[N:29][N:30]([CH2:32][C:33]2[CH:34]=[C:35]([CH:39]=[CH:40][CH:41]=2)[C:36]([NH2:38])=O)[CH:31]=1. (6) Given the product [CH2:23]([CH:18]([CH2:19][CH2:20][CH2:21][CH3:22])[CH2:17][O:16][C:14]1[CH:13]=[C:8]([CH:7]=[C:6]([O:5][CH2:4][CH:3]([CH2:1][CH3:2])[CH2:25][CH2:26][CH2:27][CH3:28])[CH:15]=1)[C:9]([OH:11])=[O:10])[CH3:24], predict the reactants needed to synthesize it. The reactants are: [CH2:1]([CH:3]([CH2:25][CH2:26][CH2:27][CH3:28])[CH2:4][O:5][C:6]1[CH:7]=[C:8]([CH:13]=[C:14]([O:16][CH2:17][CH:18]([CH2:23][CH3:24])[CH2:19][CH2:20][CH2:21][CH3:22])[CH:15]=1)[C:9]([O:11]C)=[O:10])[CH3:2].[OH-].[K+].Cl. (7) The reactants are: [F:1][C:2]1[CH:7]=[CH:6][CH:5]=[CH:4][C:3]=1[C@H:8]([N:10]([CH2:23][C:24]1[CH:57]=[CH:56][C:27]([C:28]([NH:30][C@@H:31]2[CH2:35][N:34](C(OC(C)(C)C)=O)[C@H:33]([C:43](=[O:55])[NH:44][C@H:45]3[C:54]4[C:49](=[CH:50][CH:51]=[CH:52][CH:53]=4)[CH2:48][CH2:47][CH2:46]3)[CH2:32]2)=[O:29])=[CH:26][CH:25]=1)[C:11]([C@@H:13]1[CH2:22][C:21]2[C:16](=[CH:17][CH:18]=[CH:19][CH:20]=2)[CH2:15][NH:14]1)=[O:12])[CH3:9].Cl. Given the product [F:1][C:2]1[CH:7]=[CH:6][CH:5]=[CH:4][C:3]=1[C@H:8]([N:10]([CH2:23][C:24]1[CH:57]=[CH:56][C:27]([C:28](=[O:29])[NH:30][C@H:31]2[CH2:32][C@@H:33]([C:43](=[O:55])[NH:44][C@H:45]3[C:54]4[C:49](=[CH:50][CH:51]=[CH:52][CH:53]=4)[CH2:48][CH2:47][CH2:46]3)[NH:34][CH2:35]2)=[CH:26][CH:25]=1)[C:11]([C@@H:13]1[CH2:22][C:21]2[C:16](=[CH:17][CH:18]=[CH:19][CH:20]=2)[CH2:15][NH:14]1)=[O:12])[CH3:9], predict the reactants needed to synthesize it. (8) Given the product [NH2:14][C:15]1[CH:20]=[C:19]([C:21]#[N:22])[CH:18]=[CH:17][C:16]=1[C:5]1[CH:6]=[CH:7][C:2]([Br:1])=[C:3]([O:9][CH3:10])[CH:4]=1, predict the reactants needed to synthesize it. The reactants are: [Br:1][C:2]1[CH:7]=[CH:6][C:5](I)=[CH:4][C:3]=1[O:9][CH3:10].[F-].[Cs+].Cl.[NH2:14][C:15]1[CH:20]=[C:19]([C:21]#[N:22])[CH:18]=[CH:17][C:16]=1B(O)O.COCCOC. (9) Given the product [Br:1][C:2]1[C:3]([CH2:15][CH2:16][CH2:17][CH2:18][CH2:19][CH3:20])=[N:4][C:5]([Cl:32])=[N:6][C:7]=1[CH2:8][CH2:9][CH2:10][CH2:11][CH2:12][CH3:13], predict the reactants needed to synthesize it. The reactants are: [Br:1][C:2]1[C:3]([CH2:15][CH2:16][CH2:17][CH2:18][CH2:19][CH3:20])=[N:4][C:5](O)=[N:6][C:7]=1[CH2:8][CH2:9][CH2:10][CH2:11][CH2:12][CH3:13].CN(C)C1C=CC=CC=1.P(Cl)(Cl)([Cl:32])=O. (10) Given the product [F:11][C:12]1[CH:13]=[CH:14][C:15]([C:18](=[N:2][OH:3])[CH2:19][O:20][CH3:21])=[N:16][CH:17]=1, predict the reactants needed to synthesize it. The reactants are: Cl.[NH2:2][OH:3].C(N(CC)CC)C.[F:11][C:12]1[CH:13]=[CH:14][C:15]([C:18](=O)[CH2:19][O:20][CH3:21])=[N:16][CH:17]=1.